This data is from Forward reaction prediction with 1.9M reactions from USPTO patents (1976-2016). The task is: Predict the product of the given reaction. (1) The product is: [Cl:14][C:8]1[CH:7]=[C:6]([O:5][CH2:4][CH:3]=[C:2]([Cl:1])[Cl:15])[CH:11]=[C:10]([Cl:12])[C:9]=1[O:13][CH2:17][CH2:18][C:19]1[S:20][CH:21]=[CH:22][CH:23]=1. Given the reactants [Cl:1][C:2]([Cl:15])=[CH:3][CH2:4][O:5][C:6]1[CH:11]=[C:10]([Cl:12])[C:9]([OH:13])=[C:8]([Cl:14])[CH:7]=1.O[CH2:17][CH2:18][C:19]1[S:20][CH:21]=[CH:22][CH:23]=1.C1(P(C2C=CC=CC=2)C2C=CC=CC=2)C=CC=CC=1.N(C(OC(C)C)=O)=NC(OC(C)C)=O, predict the reaction product. (2) Given the reactants [Cl:1][C:2]1[CH:7]=[CH:6][C:5]([NH:8][CH:9]2[CH2:17][C:11]3([CH2:14][S:13](=[O:16])(=[O:15])[CH2:12]3)[CH2:10]2)=[C:4]([N+:18]([O-])=O)[CH:3]=1.O.NN, predict the reaction product. The product is: [Cl:1][C:2]1[CH:3]=[C:4]([NH2:18])[C:5]([NH:8][CH:9]2[CH2:10][C:11]3([CH2:12][S:13](=[O:15])(=[O:16])[CH2:14]3)[CH2:17]2)=[CH:6][CH:7]=1. (3) Given the reactants [CH3:1][N:2]([CH3:32])[CH2:3][CH2:4][NH:5][C:6]1[CH:11]=[CH:10][C:9]([NH:12][C:13]([NH:15][C:16]2[CH:21]=[CH:20][C:19]([O:22][C:23]3[CH:28]=[CH:27][CH:26]=[CH:25][CH:24]=3)=[CH:18][CH:17]=2)=[O:14])=[CH:8][C:7]=1[N+:29]([O-])=O.[C:33]1([CH2:39][C:40](O)=O)[CH:38]=[CH:37][CH:36]=[CH:35][CH:34]=1.CN(C(ON1N=NC2C=CC=NC1=2)=[N+](C)C)C.F[P-](F)(F)(F)(F)F.C(NC(C)C)(C)C.C(=O)([O-])[O-].[Na+].[Na+], predict the reaction product. The product is: [CH2:39]([C:40]1[N:5]([CH2:4][CH2:3][N:2]([CH3:32])[CH3:1])[C:6]2[CH:11]=[CH:10][C:9]([NH:12][C:13]([NH:15][C:16]3[CH:21]=[CH:20][C:19]([O:22][C:23]4[CH:28]=[CH:27][CH:26]=[CH:25][CH:24]=4)=[CH:18][CH:17]=3)=[O:14])=[CH:8][C:7]=2[N:29]=1)[C:33]1[CH:38]=[CH:37][CH:36]=[CH:35][CH:34]=1. (4) Given the reactants [CH3:1][O:2][C:3]1[CH:4]=[C:5]([CH:9]=[CH:10][C:11]=1[O:12][CH3:13])[C:6]([OH:8])=[O:7].[CH2:14]=O.Cl, predict the reaction product. The product is: [CH3:1][O:2][C:3]1[C:11]([O:12][CH3:13])=[CH:10][CH:9]=[C:5]2[C:4]=1[CH2:14][O:7][C:6]2=[O:8].